This data is from Forward reaction prediction with 1.9M reactions from USPTO patents (1976-2016). The task is: Predict the product of the given reaction. (1) Given the reactants [C:1]([O:5][C:6]([N:8]1[CH2:13][CH2:12][CH2:11][CH2:10][CH:9]1[CH2:14][NH2:15])=[O:7])([CH3:4])([CH3:3])[CH3:2].CS[C:18]1[O:19][C:20]2[CH:26]=[CH:25][CH:24]=[N:23][C:21]=2[N:22]=1, predict the reaction product. The product is: [C:1]([O:5][C:6]([N:8]1[CH2:13][CH2:12][CH2:11][CH2:10][CH:9]1[CH2:14][NH:15][C:18]1[O:19][C:20]2[CH:26]=[CH:25][CH:24]=[N:23][C:21]=2[N:22]=1)=[O:7])([CH3:4])([CH3:3])[CH3:2]. (2) Given the reactants [CH2:1]([O:8][C:9]1[CH:14]=[CH:13][C:12](Br)=[CH:11][C:10]=1[O:16][CH3:17])[C:2]1[CH:7]=[CH:6][CH:5]=[CH:4][CH:3]=1.C([Li])CCC.CON(C)[C:26](=[O:37])[C:27]1[CH:32]=[CH:31][CH:30]=[N:29][C:28]=1[C:33]([F:36])([F:35])[F:34].Cl, predict the reaction product. The product is: [CH2:1]([O:8][C:9]1[CH:14]=[CH:13][C:12]([C:26]([C:27]2[C:28]([C:33]([F:36])([F:34])[F:35])=[N:29][CH:30]=[CH:31][CH:32]=2)=[O:37])=[CH:11][C:10]=1[O:16][CH3:17])[C:2]1[CH:7]=[CH:6][CH:5]=[CH:4][CH:3]=1.